The task is: Predict the reactants needed to synthesize the given product.. This data is from Full USPTO retrosynthesis dataset with 1.9M reactions from patents (1976-2016). (1) Given the product [CH2:15]([N:6]1[C:5]2[C:14](=[CH:1][CH:2]=[CH:3][CH:4]=2)[NH:13][C:12]2[CH:11]=[CH:10][CH:9]=[CH:8][C:7]1=2)[CH3:16], predict the reactants needed to synthesize it. The reactants are: [CH:1]1[C:14]2[C:5](=[N:6][C:7]3[C:12]([N:13]=2)=[CH:11][CH:10]=[CH:9][CH:8]=3)[CH:4]=[CH:3][CH:2]=1.[CH3:15][CH2:16]OCC.S(OCC)(OCC)(=O)=O.C(=O)([O-])[O-].[K+].[K+]. (2) Given the product [S:4]1[C:8]2[CH:9]=[C:10]([NH:13][C:14]3[C:15]4[CH:22]=[C:21]([C:23]5[CH2:24][CH2:25][N:26]([C:57](=[O:58])[CH2:56][O:55][CH2:54][CH2:53][O:52][CH3:51])[CH2:27][CH:28]=5)[NH:20][C:16]=4[N:17]=[CH:18][N:19]=3)[CH:11]=[CH:12][C:7]=2[N:6]=[CH:5]1, predict the reactants needed to synthesize it. The reactants are: Cl.Cl.Cl.[S:4]1[C:8]2[CH:9]=[C:10]([NH:13][C:14]3[C:15]4[CH:22]=[C:21]([C:23]5[CH2:24][CH2:25][NH:26][CH2:27][CH:28]=5)[NH:20][C:16]=4[N:17]=[CH:18][N:19]=3)[CH:11]=[CH:12][C:7]=2[N:6]=[CH:5]1.ON1C2C=CC=CC=2N=N1.N=C=N.C(N(CC)C(C)C)(C)C.[CH3:51][O:52][CH2:53][CH2:54][O:55][CH2:56][C:57](O)=[O:58]. (3) Given the product [CH3:1][O:2][C:3](=[O:55])[CH2:4][NH:5][C:6](=[O:54])[C@H:7]([NH:11][C:12](=[O:53])[C@H:13]([NH:56][C:83](=[O:84])[C@H:79]([NH:78][C:61]([O:63][CH2:64][CH:65]1[C:66]2[CH:67]=[CH:68][CH:69]=[CH:70][C:71]=2[C:72]2[C:77]1=[CH:76][CH:75]=[CH:74][CH:73]=2)=[O:62])[CH:80]([CH3:82])[CH3:81])[CH2:14][S:15][C:16]([C:23]1[CH:24]=[CH:25][CH:26]=[CH:27][CH:28]=1)([C:29]1[CH:30]=[CH:31][CH:32]=[CH:33][CH:34]=1)[C:17]1[CH:18]=[CH:19][CH:20]=[CH:21][CH:22]=1)[CH:8]([CH3:9])[CH3:10], predict the reactants needed to synthesize it. The reactants are: [CH3:1][O:2][C:3](=[O:55])[CH2:4][NH:5][C:6](=[O:54])[C@H:7]([NH:11][C:12](=[O:53])[C@H:13](NC(OCC1C2C=CC=CC=2C2C1=CC=CC=2)=O)[CH2:14][S:15][C:16]([C:29]1[CH:34]=[CH:33][CH:32]=[CH:31][CH:30]=1)([C:23]1[CH:28]=[CH:27][CH:26]=[CH:25][CH:24]=1)[C:17]1[CH:22]=[CH:21][CH:20]=[CH:19][CH:18]=1)[CH:8]([CH3:10])[CH3:9].[NH:56](CC)CC.[C:61]([NH:78][C@@H:79]([C:83](O)=[O:84])[CH:80]([CH3:82])[CH3:81])([O:63][CH2:64][CH:65]1[C:77]2[C:72](=[CH:73][CH:74]=[CH:75][CH:76]=2)[C:71]2[C:66]1=[CH:67][CH:68]=[CH:69][CH:70]=2)=[O:62].CCN=C=NCCCN(C)C.Cl.C1C=CC2N(O)N=NC=2C=1.CCN(C(C)C)C(C)C. (4) Given the product [N:14]1[C:15]2[C:20](=[CH:19][CH:18]=[CH:17][CH:16]=2)[C:11]([O:10][C:26]2[CH:27]=[CH:28][C:23]([C:21]#[N:22])=[CH:24][CH:25]=2)=[N:12][CH:13]=1, predict the reactants needed to synthesize it. The reactants are: N1C2C(=NC=CC=2)N([O:10][C:11]2[C:20]3[C:15](=[CH:16][CH:17]=[CH:18][CH:19]=3)[N:14]=[CH:13][N:12]=2)N=1.[C:21]([C:23]1[CH:28]=[CH:27][C:26](B(O)O)=[CH:25][CH:24]=1)#[N:22].C([O-])([O-])=O.[Cs+].[Cs+]. (5) Given the product [C:1]1([C:7]2[C:8]([C:16]3[CH:21]=[CH:20][CH:19]=[CH:18][CH:17]=3)=[C:9]([CH2:14][N:26]3[CH2:31][CH2:30][CH2:29][CH2:28][CH2:27]3)[CH:10]=[CH:11][C:12]=2[CH3:13])[CH:6]=[CH:5][CH:4]=[CH:3][CH:2]=1, predict the reactants needed to synthesize it. The reactants are: [C:1]1([C:7]2[C:8]([C:16]3[CH:21]=[CH:20][CH:19]=[CH:18][CH:17]=3)=[C:9]([CH2:14]O)[CH:10]=[CH:11][C:12]=2[CH3:13])[CH:6]=[CH:5][CH:4]=[CH:3][CH:2]=1.S(Cl)(Cl)=O.[NH:26]1[CH2:31][CH2:30][CH2:29][CH2:28][CH2:27]1. (6) The reactants are: [CH3:1][O:2][C:3]([C:5]1[C:13]2[C:8](=[CH:9][CH:10]=[C:11]([O:14][C:15]3[CH:20]=[CH:19][C:18]([O:21][CH:22]([CH3:24])[CH3:23])=[CH:17][CH:16]=3)[CH:12]=2)[N:7]([C:25]2[CH:30]=[CH:29][C:28]([OH:31])=[CH:27][CH:26]=2)[C:6]=1[CH2:32][C:33]([O:35][CH3:36])=[O:34])=[O:4].[CH3:37][C:38]1[CH:45]=[CH:44][C:41]([CH2:42]Br)=[CH:40][CH:39]=1.C([O-])([O-])=O.[K+].[K+]. Given the product [CH3:1][O:2][C:3]([C:5]1[C:13]2[C:8](=[CH:9][CH:10]=[C:11]([O:14][C:15]3[CH:16]=[CH:17][C:18]([O:21][CH:22]([CH3:23])[CH3:24])=[CH:19][CH:20]=3)[CH:12]=2)[N:7]([C:25]2[CH:26]=[CH:27][C:28]([O:31][CH2:37][C:38]3[CH:45]=[CH:44][C:41]([CH3:42])=[CH:40][CH:39]=3)=[CH:29][CH:30]=2)[C:6]=1[CH2:32][C:33]([O:35][CH3:36])=[O:34])=[O:4], predict the reactants needed to synthesize it.